Dataset: Full USPTO retrosynthesis dataset with 1.9M reactions from patents (1976-2016). Task: Predict the reactants needed to synthesize the given product. (1) The reactants are: [Cl:1][C:2]1[CH:7]=[C:6]([CH2:8]Cl)[CH:5]=[C:4]([Cl:10])[C:3]=1[C:11]1[NH:12][C:13]2[C:19]3[CH:20]=[CH:21][N:22]=[CH:23][C:18]=3[NH:17][C:16]3[N:24]=[CH:25][CH:26]=[CH:27][C:15]=3[C:14]=2[N:28]=1.[C-:29]#[N:30].[Na+]. Given the product [Cl:1][C:2]1[CH:7]=[C:6]([CH2:8][C:29]#[N:30])[CH:5]=[C:4]([Cl:10])[C:3]=1[C:11]1[NH:12][C:13]2[C:19]3[CH:20]=[CH:21][N:22]=[CH:23][C:18]=3[NH:17][C:16]3[N:24]=[CH:25][CH:26]=[CH:27][C:15]=3[C:14]=2[N:28]=1, predict the reactants needed to synthesize it. (2) Given the product [C:9]([C:6]1[CH:7]=[CH:8][C:3]([C:1]#[C:2][C:17]2[CH:18]=[C:13]([Cl:12])[C:14]([C:20]#[N:21])=[N:15][CH:16]=2)=[CH:4][CH:5]=1)(=[O:11])[CH3:10], predict the reactants needed to synthesize it. The reactants are: [C:1]([C:3]1[CH:8]=[CH:7][C:6]([C:9](=[O:11])[CH3:10])=[CH:5][CH:4]=1)#[CH:2].[Cl:12][C:13]1[C:14]([C:20]#[N:21])=[N:15][CH:16]=[C:17](Cl)[CH:18]=1.CN(C=O)C.C(N(CC)CC)C.